Dataset: Forward reaction prediction with 1.9M reactions from USPTO patents (1976-2016). Task: Predict the product of the given reaction. The product is: [C:8]([C:7]1[C:15]([C:16]([F:19])([F:18])[F:17])=[N:20][N:21]([CH:22]2[CH2:23][CH2:24][N:25]([C:28]([O:30][CH2:31][C:32]3[CH:33]=[CH:34][CH:35]=[CH:36][CH:37]=3)=[O:29])[CH2:26][CH2:27]2)[C:2]=1[C:3]([O:5][CH3:6])=[O:4])(=[O:10])[CH3:9]. Given the reactants O=[C:2]([CH2:7][C:8](=[O:10])[CH3:9])[C:3]([O:5][CH3:6])=[O:4].C[O-].[Na+].Br[C:15](=[N:20][NH:21][CH:22]1[CH2:27][CH2:26][N:25]([C:28]([O:30][CH2:31][C:32]2[CH:37]=[CH:36][CH:35]=[CH:34][CH:33]=2)=[O:29])[CH2:24][CH2:23]1)[C:16]([F:19])([F:18])[F:17].C([O-])(O)=O.[Na+], predict the reaction product.